Dataset: Reaction yield outcomes from USPTO patents with 853,638 reactions. Task: Predict the reaction yield, written as a fraction of the theoretical maximum amount of product (1.0 means a 100% yield; for example, 0.34 means a 34% yield). (1) The reactants are [C:1]([C:3]1[S:4][C:5]2[CH:11]=[C:10]([OH:12])[CH:9]=[CH:8][C:6]=2[N:7]=1)#[N:2].Br.Br[CH2:15][C:16]1[CH:17]=[N:18][CH:19]=[CH:20][CH:21]=1.C(=O)([O-])[O-].[Cs+].[Cs+].[I-].[Na+]. The catalyst is CC(C)=O. The product is [N:18]1[CH:19]=[CH:20][CH:21]=[C:16]([CH2:15][O:12][C:10]2[CH:9]=[CH:8][C:6]3[N:7]=[C:3]([C:1]#[N:2])[S:4][C:5]=3[CH:11]=2)[CH:17]=1. The yield is 0.610. (2) The reactants are [CH2:1]([C@@H:8]1[NH:13][CH2:12][CH2:11][N:10]([C:14]2[CH:19]=[CH:18][C:17]([O:20][CH:21]([F:23])[F:22])=[C:16]([O:24][CH:25]([F:27])[F:26])[CH:15]=2)[CH2:9]1)[C:2]1[CH:7]=[CH:6][CH:5]=[CH:4][CH:3]=1.[NH:28]1[CH:32]=[C:31]([CH2:33][C:34](O)=[O:35])[N:30]=[CH:29]1. No catalyst specified. The product is [CH2:1]([C@H:8]1[CH2:9][N:10]([C:14]2[CH:19]=[CH:18][C:17]([O:20][CH:21]([F:22])[F:23])=[C:16]([O:24][CH:25]([F:27])[F:26])[CH:15]=2)[CH2:11][CH2:12][N:13]1[C:34](=[O:35])[CH2:33][C:31]1[NH:30][CH:29]=[N:28][CH:32]=1)[C:2]1[CH:3]=[CH:4][CH:5]=[CH:6][CH:7]=1. The yield is 0.450.